Dataset: Catalyst prediction with 721,799 reactions and 888 catalyst types from USPTO. Task: Predict which catalyst facilitates the given reaction. (1) Reactant: [Mg].Br[C:3]1[CH:8]=[CH:7][CH:6]=[CH:5][C:4]=1[C:9]1[CH:14]=[CH:13][CH:12]=[CH:11][CH:10]=1.[C:15]([C:20]1[CH:32]=[CH:31][C:30]2[C:29]3[C:24](=[CH:25][C:26]([C:33]([O:35][CH2:36][CH3:37])=[O:34])=[CH:27][CH:28]=3)[C:23](=[O:38])[C:22]=2[CH:21]=1)([O:17][CH2:18][CH3:19])=[O:16]. Product: [C:4]1([C:9]2[CH:14]=[CH:13][CH:12]=[CH:11][CH:10]=2)[CH:5]=[CH:6][CH:7]=[CH:8][C:3]=1[C:23]1([OH:38])[C:24]2[CH:25]=[C:26]([C:33]([O:35][CH2:36][CH3:37])=[O:34])[CH:27]=[CH:28][C:29]=2[C:30]2[C:22]1=[CH:21][C:20]([C:15]([O:17][CH2:18][CH3:19])=[O:16])=[CH:32][CH:31]=2. The catalyst class is: 27. (2) Reactant: [ClH:1].[CH2:2]([N:9]1[CH2:14][CH2:13][CH:12]([C:15](OCC)=O)[C:11](=O)[CH2:10]1)[C:3]1[CH:8]=[CH:7][CH:6]=[CH:5][CH:4]=1.[CH3:21][C:22]([C:25]([NH2:27])=[NH:26])([CH3:24])[CH3:23].Cl.[O-]CC.[Na+]. Product: [CH2:2]([N:9]1[CH2:14][CH2:13][C:12]2[C:15]([Cl:1])=[N:27][C:25]([C:22]([CH3:24])([CH3:23])[CH3:21])=[N:26][C:11]=2[CH2:10]1)[C:3]1[CH:4]=[CH:5][CH:6]=[CH:7][CH:8]=1. The catalyst class is: 8. (3) Reactant: [F:1][C:2]([F:17])([F:16])[C@@:3]([CH2:7][NH:8]CC1C=CC=CC=1)([OH:6])[CH2:4][OH:5].[H][H]. Product: [NH2:8][CH2:7][C@@:3]([OH:6])([C:2]([F:17])([F:16])[F:1])[CH2:4][OH:5]. The catalyst class is: 19. (4) Reactant: [Br:1][C:2]1[N:3]=[C:4]([CH:7]=O)[S:5][CH:6]=1.[NH:9]1[CH2:14][CH2:13][O:12][CH2:11][CH2:10]1.[BH-](OC(C)=O)(OC(C)=O)OC(C)=O.[Na+]. Product: [Br:1][C:2]1[N:3]=[C:4]([CH2:7][N:9]2[CH2:14][CH2:13][O:12][CH2:11][CH2:10]2)[S:5][CH:6]=1. The catalyst class is: 585. (5) Reactant: F[P-](F)(F)(F)(F)F.N1(O[P+](N(C)C)(N(C)C)N(C)C)C2C=CC=CC=2N=N1.[O:28]1[CH2:33][CH2:32][O:31][C:30]2[CH:34]=[C:35]([C:38]([OH:40])=O)[CH:36]=[CH:37][C:29]1=2.CCN(C(C)C)C(C)C.[NH2:50][C@@H:51]1[CH2:56][CH2:55][N:54]([C:57]([O:59][C:60]([CH3:63])([CH3:62])[CH3:61])=[O:58])[C@@H:53]([C:64]([O:66][CH3:67])=[O:65])[CH2:52]1. Product: [O:28]1[CH2:33][CH2:32][O:31][C:30]2[CH:34]=[C:35]([C:38]([NH:50][C@@H:51]3[CH2:56][CH2:55][N:54]([C:57]([O:59][C:60]([CH3:61])([CH3:62])[CH3:63])=[O:58])[C@@H:53]([C:64]([O:66][CH3:67])=[O:65])[CH2:52]3)=[O:40])[CH:36]=[CH:37][C:29]1=2. The catalyst class is: 18. (6) Reactant: [CH3:1][O:2][C:3]1[CH:4]=[C:5]([NH2:11])[CH:6]=[C:7]([O:9][CH3:10])[CH:8]=1.[N+:12]([C:15]1[CH:23]=[CH:22][C:18]([C:19](Cl)=[O:20])=[CH:17][CH:16]=1)([O-:14])=[O:13]. Product: [CH3:10][O:9][C:7]1[CH:6]=[C:5]([NH:11][C:19](=[O:20])[C:18]2[CH:17]=[CH:16][C:15]([N+:12]([O-:14])=[O:13])=[CH:23][CH:22]=2)[CH:4]=[C:3]([O:2][CH3:1])[CH:8]=1. The catalyst class is: 228.